Dataset: Forward reaction prediction with 1.9M reactions from USPTO patents (1976-2016). Task: Predict the product of the given reaction. (1) Given the reactants [CH3:1][C:2]([S@@:5]([NH2:7])=[O:6])([CH3:4])[CH3:3].[Br:8][C:9]1[CH:16]=[C:15]([F:17])[CH:14]=[CH:13][C:10]=1[CH:11]=O.Cl[CH2:19]CCl, predict the reaction product. The product is: [Br:8][C:9]1[CH:16]=[C:15]([F:17])[CH:14]=[CH:13][C:10]=1/[C:11](=[N:7]/[S@:5]([C:2]([CH3:4])([CH3:3])[CH3:1])=[O:6])/[CH3:19]. (2) Given the reactants [CH2:1]([C:3]1([C:11]2[CH:16]=[CH:15][CH:14]=[C:13]([OH:17])[CH:12]=2)[CH2:9][CH2:8][CH2:7][CH2:6][NH:5][C:4]1=[O:10])[CH3:2].[CH:18]([C:20]1[CH:21]=[C:22](B(O)O)[CH:23]=[CH:24][CH:25]=1)=[O:19].N1C=CC=C[CH:30]=1, predict the reaction product. The product is: [CH2:1]([C:3]1([C:11]2[CH:12]=[C:13]([CH:14]=[CH:15][CH:16]=2)[O:17][C:24]2[CH:25]=[C:20]([CH:21]=[CH:22][CH:23]=2)[CH:18]=[O:19])[CH2:9][CH2:8][CH2:7][CH2:6][N:5]([CH3:30])[C:4]1=[O:10])[CH3:2]. (3) Given the reactants [CH2:1]([C@@:3]1([CH2:22][C:23]([O:25][CH2:26]C)=[O:24])[CH2:12][CH2:11][C:10]2[C:5](=[CH:6][CH:7]=[C:8](OS(C(F)(F)F)(=O)=O)[CH:9]=2)[C:4]1=[O:21])[CH3:2].C(=O)([O-])[O-].[Cs+].[Cs+].[F:34][C:35]1[CH:36]=[C:37]([NH:42][C:43]([NH:45][C:46]2[CH:51]=[CH:50][C:49](B3OC(C)(C)C(C)(C)O3)=[CH:48][CH:47]=2)=[O:44])[CH:38]=[CH:39][C:40]=1[F:41], predict the reaction product. The product is: [F:34][C:35]1[CH:36]=[C:37]([NH:42][C:43](=[O:44])[NH:45][C:46]2[CH:47]=[CH:48][C:49]([C:8]3[CH:9]=[C:10]4[C:5](=[CH:6][CH:7]=3)[C:4](=[O:21])[C@@:3]([CH2:22][C:23]([O:25][CH3:26])=[O:24])([CH2:1][CH3:2])[CH2:12][CH2:11]4)=[CH:50][CH:51]=2)[CH:38]=[CH:39][C:40]=1[F:41]. (4) Given the reactants OC1C(O)CCN(C(C)[CH2:10][N:11]2[CH2:16][CH2:15][CH:14]([NH:17][C:18]([C:20]3[NH:21][C:22]4[C:27]([CH:28]=3)=[C:26]([O:29][CH2:30][C:31]3[C:35]5[CH:36]=[C:37]([Cl:40])[CH:38]=[CH:39][C:34]=5[O:33][CH:32]=3)[CH:25]=[CH:24][CH:23]=4)=[O:19])[CH2:13][CH2:12]2)C1.[CH2:42]1[CH:47]2[CH:48](CO)[CH2:49][CH2:50][CH2:51][N:46]2[CH2:45][CH2:44][O:43]1, predict the reaction product. The product is: [CH2:42]1[C@@H:47]2[C@H:48]([CH2:10][N:11]3[CH2:16][CH2:15][CH:14]([NH:17][C:18]([C:20]4[NH:21][C:22]5[C:27]([CH:28]=4)=[C:26]([O:29][CH2:30][C:31]4[C:35]6[CH:36]=[C:37]([Cl:40])[CH:38]=[CH:39][C:34]=6[O:33][CH:32]=4)[CH:25]=[CH:24][CH:23]=5)=[O:19])[CH2:13][CH2:12]3)[CH2:49][CH2:50][CH2:51][N:46]2[CH2:45][CH2:44][O:43]1. (5) Given the reactants [NH2:1][C:2]1[CH:11]=[CH:10][CH:9]=[C:8]2[C:3]=1[CH2:4][CH:5]([OH:13])[CH2:6][N:7]2[CH3:12].[Cl:14][C:15]1[CH:20]=[CH:19][C:18]([N:21]=[C:22]=[O:23])=[CH:17][C:16]=1[C:24]([F:27])([F:26])[F:25], predict the reaction product. The product is: [Cl:14][C:15]1[CH:20]=[CH:19][C:18]([NH:21][C:22]([NH:1][C:2]2[CH:11]=[CH:10][CH:9]=[C:8]3[C:3]=2[CH2:4][CH:5]([OH:13])[CH2:6][N:7]3[CH3:12])=[O:23])=[CH:17][C:16]=1[C:24]([F:25])([F:26])[F:27]. (6) The product is: [CH:1]([N:4]1[C:8]([C:9]2[N:10]=[C:11]3[C:17]4[CH:18]=[CH:19][C:20]([NH2:22])=[CH:21][C:16]=4[O:15][CH2:14][CH2:13][N:12]3[CH:30]=2)=[N:7][CH:6]=[N:5]1)([CH3:3])[CH3:2]. Given the reactants [CH:1]([N:4]1[C:8]([C:9]2[N:10]=[C:11]3[C:17]4[CH:18]=[CH:19][C:20]([NH:22]C(=O)OC(C)(C)C)=[CH:21][C:16]=4[O:15][CH2:14][CH2:13][N:12]3[CH:30]=2)=[N:7][CH:6]=[N:5]1)([CH3:3])[CH3:2].FC(F)(F)C(O)=O, predict the reaction product. (7) Given the reactants [C:1]([N:8]1[CH2:13][CH2:12][C:11](=[CH2:14])[CH2:10][CH2:9]1)([O:3][C:4]([CH3:7])([CH3:6])[CH3:5])=[O:2].[BH:15]1C2CCCC1CCC2.Br[C:25]1[CH:26]=[C:27]2[C:31](=[CH:32][CH:33]=1)[NH:30][N:29]=[C:28]2[C:34]1[N:35]=[N:36][N:37]([C:39]2[CH:44]=[CH:43][C:42]([C:45]([N:47]3[CH2:52][CH2:51][O:50][CH2:49][CH2:48]3)=[O:46])=[CH:41][CH:40]=2)[CH:38]=1.C(=O)([O-])[O-].[K+].[K+], predict the reaction product. The product is: [BH3:15].[N:47]1([C:45]([C:42]2[CH:41]=[CH:40][C:39]([N:37]3[CH:38]=[C:34]([C:28]4[C:27]5[C:31](=[CH:32][CH:33]=[C:25]([CH2:14][CH:11]6[CH2:10][CH2:9][N:8]([C:1]([O:3][C:4]([CH3:7])([CH3:6])[CH3:5])=[O:2])[CH2:13][CH2:12]6)[CH:26]=5)[NH:30][N:29]=4)[N:35]=[N:36]3)=[CH:44][CH:43]=2)=[O:46])[CH2:48][CH2:49][O:50][CH2:51][CH2:52]1. (8) Given the reactants [Cl:1][C:2]1[CH:39]=[CH:38][CH:37]=[CH:36][C:3]=1[O:4][CH:5]1[CH2:10][CH2:9][N:8]([C:11](=[O:35])[CH2:12][NH:13][C:14]([C:16]2[CH:20]=[C:19]([C:21]3[CH:26]=[CH:25][CH:24]=[CH:23][C:22]=3[O:27]CC3C=CC=CC=3)[O:18][N:17]=2)=[O:15])[CH2:7][CH2:6]1, predict the reaction product. The product is: [Cl:1][C:2]1[CH:39]=[CH:38][CH:37]=[CH:36][C:3]=1[O:4][CH:5]1[CH2:10][CH2:9][N:8]([C:11](=[O:35])[CH2:12][NH:13][C:14]([C:16]2[CH:20]=[C:19]([C:21]3[CH:26]=[CH:25][CH:24]=[CH:23][C:22]=3[OH:27])[O:18][N:17]=2)=[O:15])[CH2:7][CH2:6]1. (9) The product is: [CH2:31]([O:38][C:39]1[CH:40]=[CH:41][C:42]([CH3:48])=[C:43]([C:44]([N:25]2[CH2:26][CH2:27][CH:22]([N:20]3[C:19](=[O:28])[C:18]([CH3:30])([CH3:29])[C:17]([C:9]4[CH:10]=[CH:11][C:12]([O:13][CH:14]([F:15])[F:16])=[C:7]([O:6][CH2:5][CH:2]5[CH2:3][CH2:4]5)[CH:8]=4)=[N:21]3)[CH2:23][CH2:24]2)=[O:45])[CH:47]=1)[C:32]1[CH:33]=[CH:34][CH:35]=[CH:36][CH:37]=1. Given the reactants Cl.[CH:2]1([CH2:5][O:6][C:7]2[CH:8]=[C:9]([C:17]3[C:18]([CH3:30])([CH3:29])[C:19](=[O:28])[N:20]([CH:22]4[CH2:27][CH2:26][NH:25][CH2:24][CH2:23]4)[N:21]=3)[CH:10]=[CH:11][C:12]=2[O:13][CH:14]([F:16])[F:15])[CH2:4][CH2:3]1.[CH2:31]([O:38][C:39]1[CH:40]=[CH:41][C:42]([CH3:48])=[C:43]([CH:47]=1)[C:44](O)=[O:45])[C:32]1[CH:37]=[CH:36][CH:35]=[CH:34][CH:33]=1, predict the reaction product. (10) Given the reactants Cl[C:2]1[CH:9]=[CH:8][C:5]([CH2:6][OH:7])=[CH:4][C:3]=1[N+:10]([O-:12])=[O:11].[S-2:13].[Na+].[Na+].[Cl:16][C:17]1[C:22](Cl)=[N:21][CH:20]=[CH:19][N:18]=1, predict the reaction product. The product is: [Cl:16][C:17]1[C:22]([S:13][C:2]2[CH:9]=[CH:8][C:5]([CH2:6][OH:7])=[CH:4][C:3]=2[N+:10]([O-:12])=[O:11])=[N:21][CH:20]=[CH:19][N:18]=1.